This data is from Catalyst prediction with 721,799 reactions and 888 catalyst types from USPTO. The task is: Predict which catalyst facilitates the given reaction. (1) Reactant: [OH:1][C:2]1[CH:7]=[CH:6][C:5]([C:8]2[N:16]([CH2:17][O:18][CH2:19][CH2:20][Si:21]([CH3:24])([CH3:23])[CH3:22])[C:15]3[C:14](=[O:25])[N:13]([CH2:26][CH2:27][CH3:28])[C:12](=[O:29])[N:11]([CH2:30][CH2:31][CH3:32])[C:10]=3[N:9]=2)=[CH:4][CH:3]=1.C(=O)([O-])[O-].[K+].[K+].Br[CH2:40][C:41]#[C:42][C:43]1[CH:48]=[CH:47][C:46]([O:49][C:50]([F:53])([F:52])[F:51])=[CH:45][CH:44]=1. Product: [CH2:26]([N:13]1[C:14](=[O:25])[C:15]2[N:16]([CH2:17][O:18][CH2:19][CH2:20][Si:21]([CH3:23])([CH3:22])[CH3:24])[C:8]([C:5]3[CH:4]=[CH:3][C:2]([O:1][CH2:40][C:41]#[C:42][C:43]4[CH:44]=[CH:45][C:46]([O:49][C:50]([F:51])([F:52])[F:53])=[CH:47][CH:48]=4)=[CH:7][CH:6]=3)=[N:9][C:10]=2[N:11]([CH2:30][CH2:31][CH3:32])[C:12]1=[O:29])[CH2:27][CH3:28]. The catalyst class is: 21. (2) Reactant: ClS([C:5]1[CH:13]=[CH:12][C:8]([C:9]([OH:11])=[O:10])=[CH:7][CH:6]=1)(=O)=O. Product: [C:9]([OH:11])(=[O:10])[C:8]1[CH:12]=[CH:13][CH:5]=[CH:6][CH:7]=1. The catalyst class is: 298. (3) Reactant: C([O:8][C:9]1[CH:14]=[C:13]([CH:15]([CH3:17])[CH3:16])[CH:12]=[CH:11][C:10]=1[CH2:18][CH2:19][NH:20][S:21]([C:24]1[CH:29]=[C:28]([C:30]#[N:31])[CH:27]=[CH:26][C:25]=1[OH:32])(=[O:23])=[O:22])C1C=CC=CC=1. Product: [C:30]([C:28]1[CH:27]=[CH:26][C:25]([OH:32])=[C:24]([S:21]([NH:20][CH2:19][CH2:18][C:10]2[CH:11]=[CH:12][C:13]([CH:15]([CH3:17])[CH3:16])=[CH:14][C:9]=2[OH:8])(=[O:23])=[O:22])[CH:29]=1)#[N:31]. The catalyst class is: 29. (4) Reactant: [CH3:1][O:2][C:3]1[CH:4]=[C:5]([CH:9]=[C:10]([O:14][CH3:15])[C:11]=1[O:12][CH3:13])[C:6](Cl)=[O:7].[CH2:16]([NH2:23])[C:17]1[CH:22]=[CH:21][CH:20]=[CH:19][CH:18]=1. Product: [CH2:16]([NH:23][C:6](=[O:7])[C:5]1[CH:4]=[C:3]([O:2][CH3:1])[C:11]([O:12][CH3:13])=[C:10]([O:14][CH3:15])[CH:9]=1)[C:17]1[CH:22]=[CH:21][CH:20]=[CH:19][CH:18]=1. The catalyst class is: 4.